From a dataset of Forward reaction prediction with 1.9M reactions from USPTO patents (1976-2016). Predict the product of the given reaction. (1) The product is: [C:41]([C:39]1[CH:40]=[C:36]([NH:35][C:34]([NH:28][C@@H:21]2[C:22]3[C:27](=[CH:26][CH:25]=[CH:24][CH:23]=3)[C@H:18]([O:17][C:14]3[CH:15]=[CH:16][C:11]4[N:12]([C:8]([C:3]5([N:2]([CH3:29])[CH3:1])[CH2:7][CH2:6][CH2:5][CH2:4]5)=[N:9][N:10]=4)[CH:13]=3)[CH2:19][CH2:20]2)=[O:33])[N:37]([C:45]2[CH:50]=[CH:49][C:48]([CH3:51])=[CH:47][CH:46]=2)[N:38]=1)([CH3:44])([CH3:42])[CH3:43]. Given the reactants [CH3:1][N:2]([CH3:29])[C:3]1([C:8]2[N:12]3[CH:13]=[C:14]([O:17][C@H:18]4[C:27]5[C:22](=[CH:23][CH:24]=[CH:25][CH:26]=5)[C@@H:21]([NH2:28])[CH2:20][CH2:19]4)[CH:15]=[CH:16][C:11]3=[N:10][N:9]=2)[CH2:7][CH2:6][CH2:5][CH2:4]1.ClC(Cl)(Cl)C[O:33][C:34](=O)[NH:35][C:36]1[N:37]([C:45]2[CH:50]=[CH:49][C:48]([CH3:51])=[CH:47][CH:46]=2)[N:38]=[C:39]([C:41]([CH3:44])([CH3:43])[CH3:42])[CH:40]=1.CCN(C(C)C)C(C)C.O, predict the reaction product. (2) Given the reactants [OH:1][CH2:2][CH2:3][CH2:4][CH2:5][NH:6][C:7]([CH:9]1[CH2:17][C:16]2[C:11](=[CH:12][CH:13]=[CH:14][CH:15]=2)[CH2:10]1)=[O:8].O=CCCCNC(=O)C1C=CC=CC=1, predict the reaction product. The product is: [O:1]=[CH:2][CH2:3][CH2:4][CH2:5][NH:6][C:7]([CH:9]1[CH2:17][C:16]2[C:11](=[CH:12][CH:13]=[CH:14][CH:15]=2)[CH2:10]1)=[O:8].